Dataset: CYP2D6 inhibition data for predicting drug metabolism from PubChem BioAssay. Task: Regression/Classification. Given a drug SMILES string, predict its absorption, distribution, metabolism, or excretion properties. Task type varies by dataset: regression for continuous measurements (e.g., permeability, clearance, half-life) or binary classification for categorical outcomes (e.g., BBB penetration, CYP inhibition). Dataset: cyp2d6_veith. (1) The compound is Cc1cccc(NC(=O)CSc2ncnc3nc[nH]c23)c1C. The result is 0 (non-inhibitor). (2) The molecule is CCOC(=O)C1=NO[C@@]2(C=C(Br)C3(OCCCO3)[C@H]3O[C@H]32)C1. The result is 0 (non-inhibitor). (3) The compound is CCO/C(C)=N/n1c2nc3ccccc3nc2c2c(=O)n(CC(C)C)c(C)nc21. The result is 0 (non-inhibitor). (4) The compound is O=C(O)CN1C(=O)CN=C(c2ccccn2)c2cc(Cl)ccc21. The result is 0 (non-inhibitor). (5) The drug is CC1=C(/C=C\C(=O)O)C(C)(C)CCC1. The result is 0 (non-inhibitor).